This data is from Catalyst prediction with 721,799 reactions and 888 catalyst types from USPTO. The task is: Predict which catalyst facilitates the given reaction. (1) Reactant: [CH2:1]([O:3][C:4]([N:6]1[CH2:11][CH2:10][N:9]([C:12](=[O:49])[C@@H:13]([NH:23][C:24]([C:26]2[CH:30]=[C:29]([O:31][CH2:32][C:33]([N:35]3[CH2:39][CH2:38][CH:37]([C:40]([OH:42])=O)[CH2:36]3)=[O:34])[N:28]([C:43]3[CH:48]=[CH:47][CH:46]=[CH:45][CH:44]=3)[N:27]=2)=[O:25])[CH2:14][CH2:15][C:16]([O:18]C(C)(C)C)=[O:17])[CH2:8][CH2:7]1)=[O:5])[CH3:2].CC[N:52]([CH:56]([CH3:58])[CH3:57])C(C)C.CN(C(ON1N=NC2C=CC=NC1=2)=[N+](C)C)C.F[P-](F)(F)(F)(F)F.C1(N)CC1.C([O-])(O)=O.[Na+]. Product: [CH2:1]([O:3][C:4]([N:6]1[CH2:7][CH2:8][N:9]([C:12](=[O:49])[C@@H:13]([NH:23][C:24]([C:26]2[CH:30]=[C:29]([O:31][CH2:32][C:33]([N:35]3[CH2:39][CH2:38][CH:37]([C:40](=[O:42])[NH:52][CH:56]4[CH2:58][CH2:57]4)[CH2:36]3)=[O:34])[N:28]([C:43]3[CH:48]=[CH:47][CH:46]=[CH:45][CH:44]=3)[N:27]=2)=[O:25])[CH2:14][CH2:15][C:16]([OH:18])=[O:17])[CH2:10][CH2:11]1)=[O:5])[CH3:2]. The catalyst class is: 3. (2) Reactant: CN[C:3]1[O:4][CH:5]=[CH:6][CH:7]=1.[C:8](O[C:8]([O:10][C:11]([CH3:14])([CH3:13])[CH3:12])=[O:9])([O:10][C:11]([CH3:14])([CH3:13])[CH3:12])=[O:9].[CH:23]([N:26](C(C)C)CC)(C)C. Product: [C:11]([O:10][C:8]([NH:26][CH2:23][C:3]1[O:4][CH:5]=[CH:6][CH:7]=1)=[O:9])([CH3:14])([CH3:13])[CH3:12]. The catalyst class is: 4. (3) Reactant: [CH3:1][O:2][C:3]1[CH:20]=[CH:19][C:6]([CH2:7][N:8]2[C:12]3[N:13]=[CH:14][CH:15]=[C:16]([OH:17])[C:11]=3[C:10]([CH3:18])=[N:9]2)=[CH:5][CH:4]=1.Cl[C:22]1[N:27]=[CH:26][C:25]([N+:28]([O-:30])=[O:29])=[CH:24][N:23]=1.C(=O)([O-])[O-].[Cs+].[Cs+].CN(C=O)C. Product: [CH3:1][O:2][C:3]1[CH:4]=[CH:5][C:6]([CH2:7][N:8]2[C:12]3=[N:13][CH:14]=[CH:15][C:16]([O:17][C:22]4[N:27]=[CH:26][C:25]([N+:28]([O-:30])=[O:29])=[CH:24][N:23]=4)=[C:11]3[C:10]([CH3:18])=[N:9]2)=[CH:19][CH:20]=1. The catalyst class is: 521. (4) Reactant: [O:1]=[C:2]([C:4]1[S:8][C:7]([C:9]2[CH:14]=[CH:13][CH:12]=[CH:11][N:10]=2)=[N:6][N:5]=1)[CH3:3].[BH4-].[Na+]. Product: [OH:1][CH:2]([C:4]1[S:8][C:7]([C:9]2[CH:14]=[CH:13][CH:12]=[CH:11][N:10]=2)=[N:6][N:5]=1)[CH3:3]. The catalyst class is: 5. (5) Reactant: P([O-])(OC1C=CC=CC=1)OC1C=CC=CC=1.[NH2:17][C:18]1[CH:26]=[CH:25][CH:24]=[C:23]([F:27])[C:19]=1[C:20]([OH:22])=O.[C:28]([O:32][C:33]([NH:35][C@@H:36]([CH:40]1[CH2:42][CH2:41]1)[C:37](O)=O)=[O:34])([CH3:31])([CH3:30])[CH3:29].[F:43][C:44]1[CH:45]=[C:46]([CH:48]=[CH:49][CH:50]=1)[NH2:47]. Product: [CH:40]1([C@H:36]([NH:35][C:33](=[O:34])[O:32][C:28]([CH3:31])([CH3:30])[CH3:29])[C:37]2[N:47]([C:46]3[CH:48]=[CH:49][CH:50]=[C:44]([F:43])[CH:45]=3)[C:20](=[O:22])[C:19]3[C:18](=[CH:26][CH:25]=[CH:24][C:23]=3[F:27])[N:17]=2)[CH2:42][CH2:41]1. The catalyst class is: 17. (6) Reactant: ClC1C=CC=C(C(OO)=[O:9])C=1.[F:12][C:13]([F:51])([F:50])[C:14]1[CH:15]=[C:16]([CH:43]=[C:44]([C:46]([F:49])([F:48])[F:47])[CH:45]=1)[CH2:17][N:18]1[C:22]([N:23]2[CH2:28][CH2:27][S:26][CH2:25][CH2:24]2)=[C:21]([C:29]2[N:33]([CH2:34][C:35]3[CH:40]=[CH:39][CH:38]=[CH:37][C:36]=3[Cl:41])[C:32]([CH3:42])=[N:31][N:30]=2)[N:20]=[N:19]1. Product: [F:51][C:13]([F:50])([F:12])[C:14]1[CH:15]=[C:16]([CH:43]=[C:44]([C:46]([F:47])([F:48])[F:49])[CH:45]=1)[CH2:17][N:18]1[C:22]([N:23]2[CH2:28][CH2:27][S:26](=[O:9])[CH2:25][CH2:24]2)=[C:21]([C:29]2[N:33]([CH2:34][C:35]3[CH:40]=[CH:39][CH:38]=[CH:37][C:36]=3[Cl:41])[C:32]([CH3:42])=[N:31][N:30]=2)[N:20]=[N:19]1. The catalyst class is: 1.